Dataset: Reaction yield outcomes from USPTO patents with 853,638 reactions. Task: Predict the reaction yield, written as a fraction of the theoretical maximum amount of product (1.0 means a 100% yield; for example, 0.34 means a 34% yield). The reactants are [NH2:1][C@@H:2]([CH2:22][C:23]1[CH:28]=[CH:27][C:26]([C:29]2[CH:34]=[CH:33][CH:32]=[CH:31][N:30]=2)=[CH:25][CH:24]=1)[C@@H:3]([OH:21])[CH2:4][C@@H:5]([NH:13][C:14](=[O:20])[O:15][C:16]([CH3:19])([CH3:18])[CH3:17])[CH2:6][C:7]1[CH:12]=[CH:11][CH:10]=[CH:9][CH:8]=1.[CH3:35][O:36][C:37]([NH:39][C@@H:40]([C:44]([CH3:47])([CH3:46])[CH3:45])[C:41](O)=[O:42])=[O:38].CCOP(ON1N=NC2C=CC=CC=2C1=O)(OCC)=O.C(N(CC)C(C)C)(C)C. The catalyst is C1COCC1. The product is [CH2:6]([C@H:5]([NH:13][C:14](=[O:20])[O:15][C:16]([CH3:17])([CH3:18])[CH3:19])[CH2:4][C@H:3]([OH:21])[C@@H:2]([NH:1][C:41](=[O:42])[C@@H:40]([NH:39][C:37]([O:36][CH3:35])=[O:38])[C:44]([CH3:47])([CH3:46])[CH3:45])[CH2:22][C:23]1[CH:28]=[CH:27][C:26]([C:29]2[CH:34]=[CH:33][CH:32]=[CH:31][N:30]=2)=[CH:25][CH:24]=1)[C:7]1[CH:8]=[CH:9][CH:10]=[CH:11][CH:12]=1. The yield is 0.560.